Task: Predict the product of the given reaction.. Dataset: Forward reaction prediction with 1.9M reactions from USPTO patents (1976-2016) (1) Given the reactants [OH:1][NH:2][C:3]([C:5]1[CH:10]=[CH:9][C:8]([C:11]([F:14])([F:13])[F:12])=[CH:7][N:6]=1)=[NH:4].[CH3:15][O:16][C:17]1[CH:25]=[C:21]([C:22](O)=O)[C:20]([OH:26])=[CH:19][CH:18]=1, predict the reaction product. The product is: [CH3:15][O:16][C:17]1[CH:18]=[CH:19][C:20]([OH:26])=[C:21]([C:22]2[O:1][N:2]=[C:3]([C:5]3[CH:10]=[CH:9][C:8]([C:11]([F:12])([F:13])[F:14])=[CH:7][N:6]=3)[N:4]=2)[CH:25]=1. (2) Given the reactants Br[C:2]1[CH:11]=[C:10]2[C:5]([C:6]([NH:14][C:15]3[CH:20]=[CH:19][C:18]([S:21][C:22]4[N:23]([CH3:27])[CH:24]=[CH:25][N:26]=4)=[C:17]([Cl:28])[CH:16]=3)=[C:7]([C:12]#[N:13])[CH:8]=[N:9]2)=[CH:4][CH:3]=1.[CH2:29]([N:31]([CH2:49][CH3:50])[CH2:32][CH2:33]/[CH:34]=[CH:35]/[Sn](CCCC)(CCCC)CCCC)[CH3:30], predict the reaction product. The product is: [Cl:28][C:17]1[CH:16]=[C:15]([NH:14][C:6]2[C:5]3[C:10](=[CH:11][C:2](/[CH:35]=[CH:34]/[CH2:33][CH2:32][N:31]([CH2:49][CH3:50])[CH2:29][CH3:30])=[CH:3][CH:4]=3)[N:9]=[CH:8][C:7]=2[C:12]#[N:13])[CH:20]=[CH:19][C:18]=1[S:21][C:22]1[N:23]([CH3:27])[CH:24]=[CH:25][N:26]=1. (3) The product is: [C:23]([C:25]1[CH:26]=[C:27]([N:31]2[C:10]3[C:9](=[O:21])[N:8]([C:5]4[CH:6]=[CH:7][C:2]([I:1])=[CH:3][CH:4]=4)[CH2:13][CH2:12][C:11]=3[C:14]([C:15]([F:18])([F:17])[F:16])=[N:32]2)[CH:28]=[CH:29][CH:30]=1)#[N:24]. Given the reactants [I:1][C:2]1[CH:7]=[CH:6][C:5]([N:8]2[CH2:13][CH2:12][CH:11]([C:14](=O)[C:15]([F:18])([F:17])[F:16])[C:10](=O)[C:9]2=[O:21])=[CH:4][CH:3]=1.[Cl-].[C:23]([C:25]1[CH:26]=[C:27]([NH:31][NH2:32])[CH:28]=[CH:29][CH:30]=1)#[N:24], predict the reaction product. (4) Given the reactants [N+:1]([C:4]1[CH:5]=[C:6]([CH2:10][CH2:11][OH:12])[CH:7]=[CH:8][CH:9]=1)([O-:3])=[O:2].N1C=CC=CC=1.[CH3:19][S:20](Cl)(=[O:22])=[O:21], predict the reaction product. The product is: [N+:1]([C:4]1[CH:5]=[C:6]([CH2:10][CH2:11][O:12][S:20]([CH3:19])(=[O:22])=[O:21])[CH:7]=[CH:8][CH:9]=1)([O-:3])=[O:2]. (5) Given the reactants [Cl:1][C:2]1[CH:14]=[C:13]([N+:15]([O-])=O)[CH:12]=[CH:11][C:3]=1[NH:4][C:5]1[CH:10]=[CH:9][CH:8]=[CH:7][CH:6]=1.CO.[Cl-].[NH4+], predict the reaction product. The product is: [Cl:1][C:2]1[CH:14]=[C:13]([NH2:15])[CH:12]=[CH:11][C:3]=1[NH:4][C:5]1[CH:10]=[CH:9][CH:8]=[CH:7][CH:6]=1. (6) The product is: [C:52]([C@H:27]([NH:26][C:90](=[O:91])[CH2:89][O:88][CH2:87][CH2:86][O:85][CH2:84][CH2:83][O:82][CH2:81][CH2:80][N:79]([CH3:93])[CH2:78][CH2:77][O:76][C:75]1[CH:74]=[CH:73][C:72](/[C:62](/[C:56]2[CH:57]=[CH:58][CH:59]=[CH:60][CH:61]=2)=[C:63](\[C:66]2[CH:67]=[CH:68][CH:69]=[CH:70][CH:71]=2)/[CH2:64][CH3:65])=[CH:95][CH:94]=1)[C:28]([N:30]1[CH2:34][C@H:33]([OH:35])[CH2:32][C@H:31]1[C:36]([NH:38][CH2:39][C:40]1[CH:45]=[CH:44][C:43]([C:46]2[S:50][CH:49]=[N:48][C:47]=2[CH3:51])=[CH:42][CH:41]=1)=[O:37])=[O:29])([CH3:55])([CH3:54])[CH3:53]. Given the reactants CN(C(ON1N=NC2C=CC=NC1=2)=[N+](C)C)C.F[P-](F)(F)(F)(F)F.Cl.[NH2:26][C@@H:27]([C:52]([CH3:55])([CH3:54])[CH3:53])[C:28]([N:30]1[CH2:34][C@H:33]([OH:35])[CH2:32][C@H:31]1[C:36]([NH:38][CH2:39][C:40]1[CH:45]=[CH:44][C:43]([C:46]2[S:50][CH:49]=[N:48][C:47]=2[CH3:51])=[CH:42][CH:41]=1)=[O:37])=[O:29].[C:56]1(/[C:62](/[C:72]2[CH:95]=[CH:94][C:75]([O:76][CH2:77][CH2:78][N:79]([CH3:93])[CH2:80][CH2:81][O:82][CH2:83][CH2:84][O:85][CH2:86][CH2:87][O:88][CH2:89][C:90](O)=[O:91])=[CH:74][CH:73]=2)=[C:63](/[C:66]2[CH:71]=[CH:70][CH:69]=[CH:68][CH:67]=2)\[CH2:64][CH3:65])[CH:61]=[CH:60][CH:59]=[CH:58][CH:57]=1.CCN(C(C)C)C(C)C, predict the reaction product. (7) Given the reactants [NH2:1][C:2]1[CH:7]=[CH:6][C:5]([N:8]2[CH2:13][CH2:12][CH:11]([N:14]3[C:19]4[CH:20]=[CH:21][CH:22]=[CH:23][C:18]=4[CH2:17][O:16][C:15]3=[O:24])[CH2:10][CH2:9]2)=[C:4]([Cl:25])[CH:3]=1.[CH3:26][N:27]1[CH2:34][CH2:33][CH2:32][C@H:28]1[C:29](O)=[O:30].C(N(CC)C(C)C)(C)C.ON1C2C=CC=CC=2N=N1.F[B-](F)(F)F.N1(OC(N(C)C)=[N+](C)C)C2C=CC=CC=2N=N1, predict the reaction product. The product is: [Cl:25][C:4]1[CH:3]=[C:2]([NH:1][C:29]([C@@H:28]2[CH2:32][CH2:33][CH2:34][N:27]2[CH3:26])=[O:30])[CH:7]=[CH:6][C:5]=1[N:8]1[CH2:9][CH2:10][CH:11]([N:14]2[C:19]3[CH:20]=[CH:21][CH:22]=[CH:23][C:18]=3[CH2:17][O:16][C:15]2=[O:24])[CH2:12][CH2:13]1.